From a dataset of Full USPTO retrosynthesis dataset with 1.9M reactions from patents (1976-2016). Predict the reactants needed to synthesize the given product. (1) The reactants are: [NH2:1][C:2]1[C:3]([C:12]([OH:14])=O)=[CH:4][C:5]2[C:10]([CH:11]=1)=[CH:9][CH:8]=[CH:7][CH:6]=2.[NH2:15][C:16](N)=[O:17].C1(O)C=CC=CC=1. Given the product [NH:1]1[C:2]2[C:3](=[CH:4][C:5]3[CH:6]=[CH:7][CH:8]=[CH:9][C:10]=3[CH:11]=2)[C:12](=[O:14])[NH:15][C:16]1=[O:17], predict the reactants needed to synthesize it. (2) Given the product [N:31]1[C:36]2[CH:37]=[CH:38][CH:39]=[CH:40][C:35]=2[C:34]([N:41]([C:15]2[CH:14]=[CH:13][C:18]([O:19][CH3:11])=[CH:17][CH:16]=2)[CH3:42])=[N:33][N:32]=1, predict the reactants needed to synthesize it. The reactants are: CC1[C:11]2([O:19][C:18]3[C:13](=[C:14](O)[CH:15]=[C:16](C=O)[C:17]=3C(O)=O)C2)C2(C)C(C(C)(C)C(O)C(O)C2)CC1.[N:31]1[C:36]2[CH:37]=[CH:38][CH:39]=[CH:40][C:35]=2[C:34]([NH:41][CH2:42]C2C=CC(OC)=CC=2)=[N:33][N:32]=1.C(=O)=O.